Dataset: Full USPTO retrosynthesis dataset with 1.9M reactions from patents (1976-2016). Task: Predict the reactants needed to synthesize the given product. Given the product [CH2:3]([O:5][C:6](=[O:31])[CH2:7][N:8]([CH2:33][C:34]([O:36][CH2:37][CH3:38])=[O:35])[CH2:9][C:10]1[CH:11]=[CH:12][C:13]([O:16][CH2:17][CH2:18][C:19]2[N:20]=[C:21]([C:25]3[CH:30]=[CH:29][CH:28]=[CH:27][CH:26]=3)[O:22][C:23]=2[CH3:24])=[CH:14][CH:15]=1)[CH3:4], predict the reactants needed to synthesize it. The reactants are: [H-].[Na+].[CH2:3]([O:5][C:6](=[O:31])[CH2:7][NH:8][CH2:9][C:10]1[CH:15]=[CH:14][C:13]([O:16][CH2:17][CH2:18][C:19]2[N:20]=[C:21]([C:25]3[CH:30]=[CH:29][CH:28]=[CH:27][CH:26]=3)[O:22][C:23]=2[CH3:24])=[CH:12][CH:11]=1)[CH3:4].Br[CH2:33][C:34]([O:36][CH2:37][CH3:38])=[O:35].